This data is from Full USPTO retrosynthesis dataset with 1.9M reactions from patents (1976-2016). The task is: Predict the reactants needed to synthesize the given product. (1) Given the product [OH:22][C:20]([CH3:23])([CH3:21])[CH2:19][CH:16]1[CH2:17][CH2:18][N:13]([C:11]([C:6]2[NH:7][C:8]3[C:4]([CH:5]=2)=[CH:3][C:2]([NH:1][C:24](=[O:26])[CH3:25])=[CH:10][CH:9]=3)=[O:12])[CH2:14][CH2:15]1, predict the reactants needed to synthesize it. The reactants are: [NH2:1][C:2]1[CH:3]=[C:4]2[C:8](=[CH:9][CH:10]=1)[NH:7][C:6]([C:11]([N:13]1[CH2:18][CH2:17][CH:16]([CH2:19][C:20]([CH3:23])([OH:22])[CH3:21])[CH2:15][CH2:14]1)=[O:12])=[CH:5]2.[C:24](OC(=O)C)(=[O:26])[CH3:25].O. (2) Given the product [F:33][C@:8]1([CH3:32])[C@H:7]([OH:34])[CH:5]([CH2:4][OH:3])[O:6][C:9]1=[O:10], predict the reactants needed to synthesize it. The reactants are: CC1(C)[O:6][C@@H:5]([C@@H:7]([OH:34])[C@:8]([F:33])([CH3:32])[C:9](N2[C@@H](C(C)C)C(C3C=CC=CC=3)(C3C=CC=CC=3)OC2=O)=[O:10])[CH2:4][O:3]1.OO.O.[OH-].[Li+].S([O-])([O-])=O.[Na+].[Na+].Cl. (3) Given the product [C:1]([N:5]1[C:9]([C:10]2[CH:15]=[CH:14][C:13]([F:16])=[CH:12][CH:11]=2)=[C:8]([C:17]2[S:19][CH:21]=[C:22]([C:23]([O:25][CH2:26][CH3:27])=[O:24])[N:18]=2)[CH:7]=[N:6]1)([CH3:4])([CH3:2])[CH3:3], predict the reactants needed to synthesize it. The reactants are: [C:1]([N:5]1[C:9]([C:10]2[CH:15]=[CH:14][C:13]([F:16])=[CH:12][CH:11]=2)=[C:8]([C:17](=[S:19])[NH2:18])[CH:7]=[N:6]1)([CH3:4])([CH3:3])[CH3:2].Br[CH2:21][C:22](=O)[C:23]([O:25][CH2:26][CH3:27])=[O:24]. (4) Given the product [CH3:13][O:12][C:9]1[CH:10]=[CH:11][C:6]([C:5]([OH:27])=[O:4])=[C:7]([NH:15][C:16]([C:18]2[S:19][CH:20]=[C:21]([C:23]([F:26])([F:24])[F:25])[N:22]=2)=[O:17])[C:8]=1[CH3:14], predict the reactants needed to synthesize it. The reactants are: [Li+].[OH-].C[O:4][C:5](=[O:27])[C:6]1[CH:11]=[CH:10][C:9]([O:12][CH3:13])=[C:8]([CH3:14])[C:7]=1[NH:15][C:16]([C:18]1[S:19][CH:20]=[C:21]([C:23]([F:26])([F:25])[F:24])[N:22]=1)=[O:17].C(O)(=O)CC(CC(O)=O)(C(O)=O)O. (5) Given the product [OH:2][CH2:3][C:5]1[CH:6]=[CH:7][C:8]([C@@H:11]2[CH2:16][O:15][CH2:14][CH2:13][N:12]2[C:17]([O:19][C:20]([CH3:23])([CH3:22])[CH3:21])=[O:18])=[CH:9][CH:10]=1, predict the reactants needed to synthesize it. The reactants are: C[O:2][C:3]([C:5]1[CH:10]=[CH:9][C:8]([C@@H:11]2[CH2:16][O:15][CH2:14][CH2:13][N:12]2[C:17]([O:19][C:20]([CH3:23])([CH3:22])[CH3:21])=[O:18])=[CH:7][CH:6]=1)=O.[BH4-].[Li+].Cl. (6) The reactants are: [CH2:1]([O:3][C:4](=[O:28])[CH:5]([O:25][CH2:26][CH3:27])[CH:6]([C:8]1[CH:13]=[CH:12][C:11]([O:14][CH2:15][CH2:16][NH:17]C(OC(C)(C)C)=O)=[CH:10][CH:9]=1)O)[CH3:2].C([SiH](CC)CC)C. Given the product [CH2:1]([O:3][C:4](=[O:28])[CH:5]([O:25][CH2:26][CH3:27])[CH2:6][C:8]1[CH:13]=[CH:12][C:11]([O:14][CH2:15][CH2:16][NH2:17])=[CH:10][CH:9]=1)[CH3:2], predict the reactants needed to synthesize it. (7) Given the product [CH2:1]([N:8]1[CH2:12][CH2:11][C@H:10]([NH:13][CH2:17][CH2:16][C:15]([F:20])([F:19])[F:14])[CH2:9]1)[C:2]1[CH:3]=[CH:4][CH:5]=[CH:6][CH:7]=1, predict the reactants needed to synthesize it. The reactants are: [CH2:1]([N:8]1[CH2:12][CH2:11][C@H:10]([NH2:13])[CH2:9]1)[C:2]1[CH:7]=[CH:6][CH:5]=[CH:4][CH:3]=1.[F:14][C:15]([F:20])([F:19])[CH2:16][CH:17]=O.[BH-](OC(C)=O)(OC(C)=O)OC(C)=O.[Na+].C([O-])(O)=O.[Na+].